This data is from Catalyst prediction with 721,799 reactions and 888 catalyst types from USPTO. The task is: Predict which catalyst facilitates the given reaction. (1) Reactant: [F:1][C:2]1[CH:32]=[C:31]([F:33])[CH:30]=[CH:29][C:3]=1[CH2:4][N:5]1[C:10](=[O:11])[CH:9]=[CH:8][C:7]([CH2:12][C:13]2[C:21]3[C:16](=[CH:17][CH:18]=[C:19]([F:22])[CH:20]=3)[N:15]([CH2:23][C:24]([O:26]C)=[O:25])[C:14]=2[CH3:28])=[CH:6]1.O.[OH-].[Li+].Cl. Product: [F:1][C:2]1[CH:32]=[C:31]([F:33])[CH:30]=[CH:29][C:3]=1[CH2:4][N:5]1[C:10](=[O:11])[CH:9]=[CH:8][C:7]([CH2:12][C:13]2[C:21]3[C:16](=[CH:17][CH:18]=[C:19]([F:22])[CH:20]=3)[N:15]([CH2:23][C:24]([OH:26])=[O:25])[C:14]=2[CH3:28])=[CH:6]1. The catalyst class is: 364. (2) Product: [NH:22]1[CH2:21][CH2:20][CH:19]([C:16]2[N:15]=[N:14][C:13]([C:9]3[CH:8]=[CH:7][C:6]([N:1]4[CH:5]=[CH:4][CH:3]=[N:2]4)=[CH:11][C:10]=3[OH:12])=[CH:18][CH:17]=2)[CH2:24][CH2:23]1. The catalyst class is: 19. Reactant: [N:1]1([C:6]2[CH:7]=[CH:8][C:9]([C:13]3[N:14]=[N:15][C:16]([C:19]4[CH2:20][CH2:21][NH:22][CH2:23][CH:24]=4)=[CH:17][CH:18]=3)=[C:10]([OH:12])[CH:11]=2)[CH:5]=[CH:4][CH:3]=[N:2]1. (3) The catalyst class is: 3. Product: [NH2:51][C@@H:52]([C:53]([NH:1][C@H:2]1[CH2:7][CH2:6][C@H:5]([NH:8][C:9]2[CH:10]=[C:11]([NH:28][C:29]3[CH:34]=[CH:33][CH:32]=[CH:31][N:30]=3)[C:12]3[N:13]([C:15]([C:18]([NH:20][C:21]4[CH:26]=[CH:25][N:24]=[CH:23][C:22]=4[F:27])=[O:19])=[CH:16][N:17]=3)[N:14]=2)[CH2:4][CH2:3]1)=[O:54])[CH3:56]. Reactant: [NH2:1][C@H:2]1[CH2:7][CH2:6][C@H:5]([NH:8][C:9]2[CH:10]=[C:11]([NH:28][C:29]3[CH:34]=[CH:33][CH:32]=[CH:31][N:30]=3)[C:12]3[N:13]([C:15]([C:18]([NH:20][C:21]4[CH:26]=[CH:25][N:24]=[CH:23][C:22]=4[F:27])=[O:19])=[CH:16][N:17]=3)[N:14]=2)[CH2:4][CH2:3]1.CCN(C(C)C)C(C)C.C(OC([NH:51][C@H:52]([CH3:56])[C:53](O)=[O:54])=O)(C)(C)C.F[P-](F)(F)(F)(F)F.N1(O[P+](N(C)C)(N(C)C)N(C)C)C2C=CC=CC=2N=N1. (4) Reactant: [Cl:1][C:2]1[N:7]=[C:6]([C:8]2[CH:9]=[C:10]3[C:15](=[CH:16][N:17]=2)[N:14]=[CH:13][CH:12]=[C:11]3[N:18]2[CH2:23][CH2:22][CH2:21][C@H:20]([NH:24][C:25](=[O:31])[O:26][C:27]([CH3:30])([CH3:29])[CH3:28])[CH2:19]2)[C:5]([N+:32]([O-])=O)=[CH:4][CH:3]=1. Product: [NH2:32][C:5]1[C:6]([C:8]2[CH:9]=[C:10]3[C:15](=[CH:16][N:17]=2)[N:14]=[CH:13][CH:12]=[C:11]3[N:18]2[CH2:23][CH2:22][CH2:21][C@H:20]([NH:24][C:25](=[O:31])[O:26][C:27]([CH3:29])([CH3:28])[CH3:30])[CH2:19]2)=[N:7][C:2]([Cl:1])=[CH:3][CH:4]=1. The catalyst class is: 180. (5) Reactant: [C:1]1([C:7]2[C:16]3[C:11](=[C:12]([NH2:17])[CH:13]=[CH:14][CH:15]=3)[N:10]=[CH:9][CH:8]=2)[CH:6]=[CH:5][CH:4]=[CH:3][CH:2]=1.Cl[C:19]1[N:28]=[CH:27][C:26]([CH:29]2[CH2:31][CH2:30]2)=[CH:25][C:20]=1[C:21]([O:23][CH3:24])=[O:22].C1(P(C2CCCCC2)C2C(OC)=CC=C(OC)C=2C2C(C(C)C)=CC(C(C)C)=CC=2C(C)C)CCCCC1.C(=O)([O-])[O-].[Cs+].[Cs+]. Product: [CH:29]1([C:26]2[CH:27]=[N:28][C:19]([NH:17][C:12]3[CH:13]=[CH:14][CH:15]=[C:16]4[C:11]=3[N:10]=[CH:9][CH:8]=[C:7]4[C:1]3[CH:6]=[CH:5][CH:4]=[CH:3][CH:2]=3)=[C:20]([CH:25]=2)[C:21]([O:23][CH3:24])=[O:22])[CH2:30][CH2:31]1. The catalyst class is: 187. (6) Reactant: [NH2:1][C:2]1[CH:3]=[N:4][CH:5]=[C:6](Br)[CH:7]=1.[CH3:9][N:10]1[C:18]2[C:13](=[CH:14][CH:15]=[CH:16][CH:17]=2)[CH:12]=[C:11]1B(O)O.COC1C=CC=C(OC)C=1C1C=CC=CC=1P(C1CCCCC1)C1CCCCC1.P([O-])([O-])([O-])=O.[K+].[K+].[K+]. Product: [NH2:1][C:2]1[CH:7]=[C:6]([C:11]2[N:10]([CH3:9])[C:18]3[C:13]([CH:12]=2)=[CH:14][CH:15]=[CH:16][CH:17]=3)[CH:5]=[N:4][CH:3]=1. The catalyst class is: 187.